This data is from Full USPTO retrosynthesis dataset with 1.9M reactions from patents (1976-2016). The task is: Predict the reactants needed to synthesize the given product. (1) Given the product [NH2:52][C:50]1[N:49]=[CH:48][N:47]=[C:46]2[N:45]([CH2:12][C:6]3[N:5]([CH2:14][C:15]4[CH:20]=[CH:19][CH:18]=[CH:17][C:16]=4[Cl:21])[C:4](=[O:22])[C:3]4[C:8](=[CH:9][CH:10]=[CH:11][C:2]=4[Br:1])[N:7]=3)[N:44]=[C:43]([C:39]3[CH:40]=[CH:41][CH:42]=[C:37]([OH:36])[CH:38]=3)[C:51]=12, predict the reactants needed to synthesize it. The reactants are: [Br:1][C:2]1[CH:11]=[CH:10][CH:9]=[C:8]2[C:3]=1[C:4](=[O:22])[N:5]([CH2:14][C:15]1[CH:20]=[CH:19][CH:18]=[CH:17][C:16]=1[Cl:21])[C:6]([CH2:12]Cl)=[N:7]2.C(=O)([O-])[O-].[K+].[K+].[Si]([O:36][C:37]1[CH:38]=[C:39]([C:43]2[C:51]3[C:46](=[N:47][CH:48]=[N:49][C:50]=3[NH2:52])[NH:45][N:44]=2)[CH:40]=[CH:41][CH:42]=1)(C(C)(C)C)(C)C. (2) The reactants are: [CH2:1]([O:5][C:6]1[CH:11]=[CH:10][C:9]([O:12][CH3:13])=[C:8]([O:14][CH3:15])[CH:7]=1)[C:2]#[C:3]C.C([Li])CCC.[CH3:21][O:22][C:23]1[C:32]([CH:33]=[O:34])=[CH:31][C:30]([N+:35]([O-:37])=[O:36])=[C:29]2[C:24]=1[CH:25]=[CH:26][C:27]([CH3:39])([CH3:38])[O:28]2.CCOCC. Given the product [CH3:15][O:14][C:8]1[CH:7]=[C:6]([O:5][CH2:1][C:2]#[C:3][C:33]([C:32]2[C:23]([O:22][CH3:21])=[C:24]3[C:29](=[C:30]([N+:35]([O-:37])=[O:36])[CH:31]=2)[O:28][C:27]([CH3:39])([CH3:38])[CH:26]=[CH:25]3)=[O:34])[CH:11]=[CH:10][C:9]=1[O:12][CH3:13], predict the reactants needed to synthesize it. (3) The reactants are: [NH2:1][C:2]1[S:3][CH:4]=[C:5]([CH2:7][C:8]([O:10][CH2:11][CH3:12])=[O:9])[N:6]=1.[Br:13][C:14]1[CH:19]=[CH:18][CH:17]=[CH:16][C:15]=1[S:20](Cl)(=[O:22])=[O:21]. Given the product [Br:13][C:14]1[CH:19]=[CH:18][CH:17]=[CH:16][C:15]=1[S:20]([NH:1][C:2]1[S:3][CH:4]=[C:5]([CH2:7][C:8]([O:10][CH2:11][CH3:12])=[O:9])[N:6]=1)(=[O:22])=[O:21], predict the reactants needed to synthesize it. (4) Given the product [CH2:18]([N:15]1[C:16]2[CH:17]=[C:9]3[N:8]=[C:7]([C:3]4[C:2]([NH:1][C:30]([C:27]5[CH:26]=[C:25]([CH3:24])[NH:29][N:28]=5)=[O:31])=[CH:6][NH:5][N:4]=4)[NH:23][C:10]3=[CH:11][C:12]=2[C:13]([CH3:22])([CH3:21])[C:14]1=[O:20])[CH3:19], predict the reactants needed to synthesize it. The reactants are: [NH2:1][C:2]1[C:3]([C:7]2[NH:23][C:10]3=[CH:11][C:12]4[C:13]([CH3:22])([CH3:21])[C:14](=[O:20])[N:15]([CH2:18][CH3:19])[C:16]=4[CH:17]=[C:9]3[N:8]=2)=[N:4][NH:5][CH:6]=1.[CH3:24][C:25]1[NH:29][N:28]=[C:27]([C:30](O)=[O:31])[CH:26]=1. (5) Given the product [F:11][C:12]([F:21])([F:22])[C@H:13]1[CH2:14][CH2:15][C@H:16]([CH:19]=[O:20])[CH2:17][CH2:18]1, predict the reactants needed to synthesize it. The reactants are: C(Cl)(=O)C(Cl)=O.CS(C)=O.[F:11][C:12]([F:22])([F:21])[C@H:13]1[CH2:18][CH2:17][C@H:16]([CH2:19][OH:20])[CH2:15][CH2:14]1.C(N(CC)CC)C. (6) Given the product [CH2:1]([N:3]1[C:12]2[C:7](=[CH:8][C:9]([O:23][CH2:24][C:25]3[CH:26]=[CH:27][C:28]([O:31][CH3:32])=[CH:29][CH:30]=3)=[C:10]([O:13][CH2:14][C:15]3[CH:16]=[CH:17][C:18]([O:21][CH3:22])=[CH:19][CH:20]=3)[CH:11]=2)[C:6](=[O:33])[C:5]([CH2:34][N:41]2[CH2:46][CH2:45][CH2:44][CH2:43][CH2:42]2)=[N:4]1)[CH3:2], predict the reactants needed to synthesize it. The reactants are: [CH2:1]([N:3]1[C:12]2[C:7](=[CH:8][C:9]([O:23][CH2:24][C:25]3[CH:30]=[CH:29][C:28]([O:31][CH3:32])=[CH:27][CH:26]=3)=[C:10]([O:13][CH2:14][C:15]3[CH:20]=[CH:19][C:18]([O:21][CH3:22])=[CH:17][CH:16]=3)[CH:11]=2)[C:6](=[O:33])[C:5]([CH2:34]O)=[N:4]1)[CH3:2].CS(Cl)(=O)=O.[NH:41]1[CH2:46][CH2:45][CH2:44][CH2:43][CH2:42]1.